This data is from Cav3 T-type calcium channel HTS with 100,875 compounds. The task is: Binary Classification. Given a drug SMILES string, predict its activity (active/inactive) in a high-throughput screening assay against a specified biological target. (1) The molecule is Clc1cc(n2c(cc(c(c2=O)C#N)C)C)cc(Cl)c1. The result is 0 (inactive). (2) The molecule is S=c1n(c(=O)c2c([nH]1)cc(C(=O)N1CCN(CC1)C(OCC)=O)cc2)Cc1c(OC)cccc1. The result is 0 (inactive). (3) The drug is Clc1ccc(NC(=O)N2C3C(NC(=O)C2CC(OCC)=O)CCCC3)cc1. The result is 0 (inactive). (4) The compound is S(=O)(=O)(N1C(CCCC1)CC)c1ccc(cc1)C(=O)Nc1oc(nn1)c1sccc1. The result is 1 (active). (5) The molecule is S1(=O)(=O)N(C2CCCCC2)C(c2c1cccc2)CC(=O)C. The result is 0 (inactive).